From a dataset of Reaction yield outcomes from USPTO patents with 853,638 reactions. Predict the reaction yield, written as a fraction of the theoretical maximum amount of product (1.0 means a 100% yield; for example, 0.34 means a 34% yield). (1) The reactants are [CH:1]1([C:4]2[NH:8][N:7]=[C:6]([NH:9][C:10]3[C:11](F)=[C:12]([NH:19][C@H:20]([C:22]4[CH:27]=[CH:26][C:25]([F:28])=[CH:24][CH:23]=4)[CH3:21])[CH:13]=[CH:14][C:15]=3[N+:16]([O-:18])=[O:17])[CH:5]=2)[CH2:3][CH2:2]1.[F:30]C1C=CC([C@@H](N)C)=CC=1.CCN(C(C)C)C(C)C. The catalyst is CCCCO. The product is [CH:1]1([C:4]2[NH:8][N:7]=[C:6]([NH:9][C:10]3[C:15]([N+:16]([O-:18])=[O:17])=[CH:14][C:13]([F:30])=[C:12]([NH:19][C@H:20]([C:22]4[CH:27]=[CH:26][C:25]([F:28])=[CH:24][CH:23]=4)[CH3:21])[CH:11]=3)[CH:5]=2)[CH2:3][CH2:2]1. The yield is 0.840. (2) The product is [Cl:18][C:19]1[CH:20]=[CH:21][C:22]2[N:23]([C:25]([C:28]([C:2]3[CH:3]=[C:4]4[C:8](=[CH:9][C:10]=3[F:11])[N:7]([CH3:12])[N:6]=[CH:5]4)([OH:30])[CH3:29])=[CH:26][N:27]=2)[N:24]=1. The reactants are Br[C:2]1[CH:3]=[C:4]2[C:8](=[CH:9][C:10]=1[F:11])[N:7]([CH3:12])[N:6]=[CH:5]2.[Li]CCCC.[Cl:18][C:19]1[CH:20]=[CH:21][C:22]2[N:23]([C:25]([C:28](=[O:30])[CH3:29])=[CH:26][N:27]=2)[N:24]=1. The catalyst is C1COCC1. The yield is 0.340.